This data is from Experimentally validated miRNA-target interactions with 360,000+ pairs, plus equal number of negative samples. The task is: Binary Classification. Given a miRNA mature sequence and a target amino acid sequence, predict their likelihood of interaction. The miRNA is hsa-miR-6838-3p with sequence AAGUCCUGCUUCUGUUGCAG. The protein sequence of the target gene is MAMFEQMRANVGKLLKGIDRYNPENLATLERYVETQAKENAYDLEANLAVLKLYQFNPAFFQTTVTAQILLKALTNLPHTDFTLCKCMIDQAHQEERPIRQILYLGDLLETCHFQAFWQALDENMDLLEGITGFEDSVRKFICHVVGITYQHIDRWLLAEMLGDLSDSQLKVWMSKYGWSADESGQIFICSQEESIKPKNIVEKIDFDSVSSIMASSQ. Result: 0 (no interaction).